This data is from Reaction yield outcomes from USPTO patents with 853,638 reactions. The task is: Predict the reaction yield, written as a fraction of the theoretical maximum amount of product (1.0 means a 100% yield; for example, 0.34 means a 34% yield). (1) The reactants are C(OC([N:8]1[CH2:13][CH2:12][CH:11]([N:14]2[CH2:18][CH2:17][CH2:16][C@H:15]2[CH2:19][O:20][C:21](=[O:28])[C:22]2[CH:27]=[CH:26][CH:25]=[CH:24][CH:23]=2)[CH2:10][CH2:9]1)=O)(C)(C)C.C(O)(C(F)(F)F)=O.C(=O)([O-])[O-].[Na+].[Na+]. The yield is 0.950. The product is [NH:8]1[CH2:13][CH2:12][CH:11]([N:14]2[CH2:18][CH2:17][CH2:16][C@H:15]2[CH2:19][O:20][C:21](=[O:28])[C:22]2[CH:23]=[CH:24][CH:25]=[CH:26][CH:27]=2)[CH2:10][CH2:9]1. The catalyst is C(Cl)Cl. (2) The reactants are [CH3:1][C:2]1[C:3](/[C:7](=[N:14]\[O:15][CH2:16][C:17]2[N:22]=[C:21]([N:23]3C(=O)C4C(=CC=CC=4)C3=O)[CH:20]=[CH:19][CH:18]=2)/[C:8]2[CH:13]=[CH:12][CH:11]=[CH:10][CH:9]=2)=[N:4][S:5][N:6]=1.O.NN. The catalyst is C1COCC1. The product is [CH3:1][C:2]1[C:3](/[C:7](=[N:14]\[O:15][CH2:16][C:17]2[N:22]=[C:21]([NH2:23])[CH:20]=[CH:19][CH:18]=2)/[C:8]2[CH:9]=[CH:10][CH:11]=[CH:12][CH:13]=2)=[N:4][S:5][N:6]=1. The yield is 0.750.